Dataset: Forward reaction prediction with 1.9M reactions from USPTO patents (1976-2016). Task: Predict the product of the given reaction. (1) Given the reactants Br[C:2]1[N:3]=[C:4]([O:9][CH:10]2[CH2:15][CH2:14][CH2:13][N:12]([CH3:16])[CH2:11]2)[C:5]([NH2:8])=[N:6][CH:7]=1.[N:17]1[CH:22]=[CH:21][C:20](B(O)O)=[CH:19][CH:18]=1, predict the reaction product. The product is: [CH3:16][N:12]1[CH2:13][CH2:14][CH2:15][CH:10]([O:9][C:4]2[C:5]([NH2:8])=[N:6][CH:7]=[C:2]([C:20]3[CH:21]=[CH:22][N:17]=[CH:18][CH:19]=3)[N:3]=2)[CH2:11]1. (2) Given the reactants [NH2:1][C:2]1[CH:3]=[C:4]([C:8]#[C:9][C:10]2[CH:15]=[CH:14][CH:13]=[CH:12][C:11]=2[NH:16][C:17]([NH2:19])=[O:18])[CH:5]=[CH:6][CH:7]=1, predict the reaction product. The product is: [NH2:1][C:2]1[CH:3]=[C:4]([C:8]2[N:16]([C:17]([NH2:19])=[O:18])[C:11]3[C:10]([CH:9]=2)=[CH:15][CH:14]=[CH:13][CH:12]=3)[CH:5]=[CH:6][CH:7]=1.